From a dataset of NCI-60 drug combinations with 297,098 pairs across 59 cell lines. Regression. Given two drug SMILES strings and cell line genomic features, predict the synergy score measuring deviation from expected non-interaction effect. (1) Cell line: HL-60(TB). Drug 2: CN(CC1=CN=C2C(=N1)C(=NC(=N2)N)N)C3=CC=C(C=C3)C(=O)NC(CCC(=O)O)C(=O)O. Drug 1: CC1C(C(=O)NC(C(=O)N2CCCC2C(=O)N(CC(=O)N(C(C(=O)O1)C(C)C)C)C)C(C)C)NC(=O)C3=C4C(=C(C=C3)C)OC5=C(C(=O)C(=C(C5=N4)C(=O)NC6C(OC(=O)C(N(C(=O)CN(C(=O)C7CCCN7C(=O)C(NC6=O)C(C)C)C)C)C(C)C)C)N)C. Synergy scores: CSS=66.8, Synergy_ZIP=-0.00295, Synergy_Bliss=-1.36, Synergy_Loewe=1.75, Synergy_HSA=1.93. (2) Drug 1: C1C(C(OC1N2C=NC3=C(N=C(N=C32)Cl)N)CO)O. Drug 2: CC(C)(C#N)C1=CC(=CC(=C1)CN2C=NC=N2)C(C)(C)C#N. Cell line: BT-549. Synergy scores: CSS=38.5, Synergy_ZIP=-5.56, Synergy_Bliss=-1.75, Synergy_Loewe=-3.20, Synergy_HSA=-1.31. (3) Drug 1: CC12CCC(CC1=CCC3C2CCC4(C3CC=C4C5=CN=CC=C5)C)O. Drug 2: N.N.Cl[Pt+2]Cl. Cell line: SF-539. Synergy scores: CSS=4.03, Synergy_ZIP=-2.92, Synergy_Bliss=-2.57, Synergy_Loewe=-4.50, Synergy_HSA=-2.14. (4) Drug 1: CCCS(=O)(=O)NC1=C(C(=C(C=C1)F)C(=O)C2=CNC3=C2C=C(C=N3)C4=CC=C(C=C4)Cl)F. Drug 2: C1=C(C(=O)NC(=O)N1)N(CCCl)CCCl. Cell line: NCI/ADR-RES. Synergy scores: CSS=25.6, Synergy_ZIP=8.28, Synergy_Bliss=8.31, Synergy_Loewe=2.17, Synergy_HSA=7.23. (5) Drug 1: C1=C(C(=O)NC(=O)N1)F. Cell line: SF-295. Synergy scores: CSS=26.8, Synergy_ZIP=-2.06, Synergy_Bliss=-6.36, Synergy_Loewe=-6.04, Synergy_HSA=-5.95. Drug 2: CC1C(C(CC(O1)OC2CC(OC(C2O)C)OC3=CC4=CC5=C(C(=O)C(C(C5)C(C(=O)C(C(C)O)O)OC)OC6CC(C(C(O6)C)O)OC7CC(C(C(O7)C)O)OC8CC(C(C(O8)C)O)(C)O)C(=C4C(=C3C)O)O)O)O. (6) Drug 1: CC1=C(C=C(C=C1)NC2=NC=CC(=N2)N(C)C3=CC4=NN(C(=C4C=C3)C)C)S(=O)(=O)N.Cl. Drug 2: C(=O)(N)NO. Cell line: HS 578T. Synergy scores: CSS=-1.91, Synergy_ZIP=2.49, Synergy_Bliss=1.30, Synergy_Loewe=-1.97, Synergy_HSA=-2.72. (7) Drug 1: CN(C)N=NC1=C(NC=N1)C(=O)N. Drug 2: C1=CN(C(=O)N=C1N)C2C(C(C(O2)CO)O)O.Cl. Cell line: TK-10. Synergy scores: CSS=27.3, Synergy_ZIP=-6.63, Synergy_Bliss=-1.65, Synergy_Loewe=-56.2, Synergy_HSA=-2.37. (8) Drug 1: CCN(CC)CCCC(C)NC1=C2C=C(C=CC2=NC3=C1C=CC(=C3)Cl)OC. Drug 2: C1CCC(C(C1)N)N.C(=O)(C(=O)[O-])[O-].[Pt+4]. Cell line: MDA-MB-435. Synergy scores: CSS=29.2, Synergy_ZIP=-10.3, Synergy_Bliss=-2.89, Synergy_Loewe=-8.35, Synergy_HSA=-1.17.